Task: Predict the reactants needed to synthesize the given product.. Dataset: Full USPTO retrosynthesis dataset with 1.9M reactions from patents (1976-2016) (1) Given the product [C:13]([O:17][C:18]([N:20]([CH3:26])[CH:21]1[CH2:25][CH2:24][N:23]([C:2]2[C:11]3[C:6](=[CH:7][C:8]([Cl:12])=[CH:9][CH:10]=3)[N:5]=[CH:4][CH:3]=2)[CH2:22]1)=[O:19])([CH3:16])([CH3:15])[CH3:14], predict the reactants needed to synthesize it. The reactants are: Cl[C:2]1[C:11]2[C:6](=[CH:7][C:8]([Cl:12])=[CH:9][CH:10]=2)[N:5]=[CH:4][CH:3]=1.[C:13]([O:17][C:18]([N:20]([CH3:26])[CH:21]1[CH2:25][CH2:24][NH:23][CH2:22]1)=[O:19])([CH3:16])([CH3:15])[CH3:14].N12CCN(CC1)CC2. (2) The reactants are: Cl[C:2]1[C:11]2[C:6](=[C:7]([CH3:16])[CH:8]=[C:9]([S:12]([CH3:15])(=[O:14])=[O:13])[CH:10]=2)[N:5]=[N:4][C:3]=1[C:17]([NH2:19])=[O:18].[F:20][C:21]1[CH:22]=[C:23]([CH:25]=[C:26]([F:28])[CH:27]=1)[NH2:24]. Given the product [F:20][C:21]1[CH:22]=[C:23]([NH:24][C:2]2[C:11]3[C:6](=[C:7]([CH3:16])[CH:8]=[C:9]([S:12]([CH3:15])(=[O:14])=[O:13])[CH:10]=3)[N:5]=[N:4][C:3]=2[C:17]([NH2:19])=[O:18])[CH:25]=[C:26]([F:28])[CH:27]=1, predict the reactants needed to synthesize it. (3) Given the product [CH3:1][C@@:2]1([OH:21])[C@H:6]([OH:7])[C@@H:5]([CH2:8][OH:9])[O:4][C@H:3]1[N:10]1[C:14]2[N:15]=[CH:16][N:17]=[C:18]([NH:19][OH:20])[C:13]=2[C:12]([Cl:22])=[CH:11]1, predict the reactants needed to synthesize it. The reactants are: [CH3:1][C@@:2]1([OH:21])[C@H:6]([OH:7])[C@@H:5]([CH2:8][OH:9])[O:4][C@H:3]1[N:10]1[C:14]2[N:15]=[CH:16][N:17]=[C:18]([NH:19][OH:20])[C:13]=2[CH:12]=[CH:11]1.[Cl:22]N1C(=O)CCC1=O. (4) Given the product [F:1][C:2]1[CH:3]=[C:4]([N:10]2[CH2:19][C:18]3[C:13](=[CH:14][CH:15]=[CH:16][CH:17]=3)[NH:12][C:11]2=[O:20])[CH:5]=[CH:6][C:7]=1[OH:8], predict the reactants needed to synthesize it. The reactants are: [F:1][C:2]1[CH:3]=[C:4]([N:10]2[CH2:19][C:18]3[C:13](=[CH:14][CH:15]=[CH:16][CH:17]=3)[NH:12][C:11]2=[O:20])[CH:5]=[CH:6][C:7]=1[O:8]C.B(Br)(Br)Br. (5) Given the product [C:42]([CH2:41][CH2:40][CH2:39][C:38]([C:8]1[C:7]2[C:11](=[CH:12][CH:13]=[C:5]([C:3]([OH:4])=[O:2])[CH:6]=2)[N:10]([CH2:14][C:15](=[O:32])[CH2:16][O:17][C:18]2[CH:19]=[CH:20][C:21]([CH2:24][CH2:25][CH2:26][CH2:27][CH2:28][CH2:29][CH2:30][CH3:31])=[CH:22][CH:23]=2)[CH:9]=1)=[O:46])([OH:44])=[O:43], predict the reactants needed to synthesize it. The reactants are: C[O:2][C:3]([C:5]1[CH:6]=[C:7]2[C:11](=[CH:12][CH:13]=1)[N:10]([CH2:14][C:15](OCC)([O:32]CC)[CH2:16][O:17][C:18]1[CH:23]=[CH:22][C:21]([CH2:24][CH2:25][CH2:26][CH2:27][CH2:28][CH2:29][CH2:30][CH3:31])=[CH:20][CH:19]=1)[CH:9]=[C:8]2[C:38](=[O:46])[CH2:39][CH2:40][CH2:41][C:42]([O:44]C)=[O:43])=[O:4].CO.[OH-].[Na+]. (6) The reactants are: [CH3:1][O:2][C:3]([C:5]1([S:11]([C:14]2[CH:19]=[CH:18][C:17]([O:20][CH2:21][C:22]#[C:23][CH3:24])=[CH:16][CH:15]=2)(=[O:13])=[O:12])[CH2:10][CH2:9][NH:8][CH2:7][CH2:6]1)=[O:4].C(N(CC)CC)C.[CH3:32][O:33][C:34]1[CH:39]=[CH:38][C:37]([S:40](Cl)(=[O:42])=[O:41])=[CH:36][CH:35]=1.CN(C1C=CC=CN=1)C. Given the product [CH2:21]([O:20][C:17]1[CH:16]=[CH:15][C:14]([S:11]([C:5]2([C:3]([O:2][CH3:1])=[O:4])[CH2:10][CH2:9][N:8]([S:40]([C:37]3[CH:36]=[CH:35][C:34]([O:33][CH3:32])=[CH:39][CH:38]=3)(=[O:42])=[O:41])[CH2:7][CH2:6]2)(=[O:13])=[O:12])=[CH:19][CH:18]=1)[C:22]#[C:23][CH3:24], predict the reactants needed to synthesize it. (7) Given the product [C:6]([O:10][C:11](=[O:47])[NH:12][C@@H:13]1[C:27](=[O:28])[N:26]2[CH2:29][C@H:30]([O:32][C:51]3[C:60]4[C:55](=[CH:56][CH:57]=[CH:58][CH:59]=4)[N:54]4[CH:61]=[CH:62][N:63]=[C:53]4[N:52]=3)[CH2:31][C@H:25]2[C:24](=[O:33])[NH:23][C@:22]2([C:35](=[O:44])[NH:36][S:37]([C:40]3([CH3:43])[CH2:41][CH2:42]3)(=[O:38])=[O:39])[CH2:34][C@H:21]2[CH:20]=[CH:19][CH2:18][CH2:17][CH:16]([CH3:45])[CH2:15][C@H:14]1[CH3:46])([CH3:9])([CH3:7])[CH3:8], predict the reactants needed to synthesize it. The reactants are: C1COCC1.[C:6]([O:10][C:11](=[O:47])[NH:12][C@@H:13]1[C:27](=[O:28])[N:26]2[CH2:29][C@H:30]([OH:32])[CH2:31][C@H:25]2[C:24](=[O:33])[NH:23][C@:22]2([C:35](=[O:44])[NH:36][S:37]([C:40]3([CH3:43])[CH2:42][CH2:41]3)(=[O:39])=[O:38])[CH2:34][C@H:21]2[CH:20]=[CH:19][CH2:18][CH2:17][CH:16]([CH3:45])[CH2:15][C@H:14]1[CH3:46])([CH3:9])([CH3:8])[CH3:7].[H-].[Na+].Cl[C:51]1[C:60]2[C:55](=[CH:56][CH:57]=[CH:58][CH:59]=2)[N:54]2[CH:61]=[CH:62][N:63]=[C:53]2[N:52]=1.